Dataset: Peptide-MHC class I binding affinity with 185,985 pairs from IEDB/IMGT. Task: Regression. Given a peptide amino acid sequence and an MHC pseudo amino acid sequence, predict their binding affinity value. This is MHC class I binding data. (1) The peptide sequence is IILFQNNDI. The MHC is HLA-A02:01 with pseudo-sequence HLA-A02:01. The binding affinity (normalized) is 0.121. (2) The peptide sequence is SPVIVNGAM. The MHC is HLA-B15:01 with pseudo-sequence HLA-B15:01. The binding affinity (normalized) is 0.0847. (3) The peptide sequence is GYGRVNAGK. The MHC is HLA-B58:01 with pseudo-sequence HLA-B58:01. The binding affinity (normalized) is 0.0847.